Dataset: Peptide-MHC class I binding affinity with 185,985 pairs from IEDB/IMGT. Task: Regression. Given a peptide amino acid sequence and an MHC pseudo amino acid sequence, predict their binding affinity value. This is MHC class I binding data. (1) The peptide sequence is NIADAARHY. The MHC is HLA-A33:01 with pseudo-sequence HLA-A33:01. The binding affinity (normalized) is 0.172. (2) The peptide sequence is APDGFYPFK. The MHC is HLA-A29:02 with pseudo-sequence HLA-A29:02. The binding affinity (normalized) is 0.0847. (3) The peptide sequence is TVRPGNKGY. The MHC is HLA-A01:01 with pseudo-sequence HLA-A01:01. The binding affinity (normalized) is 0.0847. (4) The peptide sequence is ERFAVNPGLLE. The MHC is HLA-A68:02 with pseudo-sequence HLA-A68:02. The binding affinity (normalized) is 0. (5) The peptide sequence is REPETTVVL. The MHC is HLA-B44:03 with pseudo-sequence HLA-B44:03. The binding affinity (normalized) is 0.0111.